From a dataset of Catalyst prediction with 721,799 reactions and 888 catalyst types from USPTO. Predict which catalyst facilitates the given reaction. (1) Reactant: O[Li].O.C[O:5][C:6](=[O:43])[CH2:7][C:8]1[CH:42]=[CH:41][CH:40]=[CH:39][C:9]=1[CH2:10][CH2:11][C:12]1[C:17]([CH3:18])=[CH:16][N:15]=[C:14]([NH:19][C:20]2[CH:21]=[CH:22][C:23]([CH:26]3[CH2:31][CH2:30][N:29]([C:32]([O:34][C:35]([CH3:38])([CH3:37])[CH3:36])=[O:33])[CH2:28][CH2:27]3)=[N:24][CH:25]=2)[N:13]=1. Product: [C:35]([O:34][C:32]([N:29]1[CH2:28][CH2:27][CH:26]([C:23]2[N:24]=[CH:25][C:20]([NH:19][C:14]3[N:13]=[C:12]([CH2:11][CH2:10][C:9]4[CH:39]=[CH:40][CH:41]=[CH:42][C:8]=4[CH2:7][C:6]([OH:43])=[O:5])[C:17]([CH3:18])=[CH:16][N:15]=3)=[CH:21][CH:22]=2)[CH2:31][CH2:30]1)=[O:33])([CH3:38])([CH3:37])[CH3:36]. The catalyst class is: 90. (2) Reactant: [CH3:1][C:2]1([CH3:11])[C:6]2[CH:7]=[CH:8][CH:9]=[CH:10][C:5]=2[O:4][CH2:3]1.C[O:13]C1C2C(C)(C)COC=2C=CC=1.N1C=CC(=O)NC1=O.N1CCC(=O)NC1=O.O1C2C=CC=CC=2C=C1.BrC1C=CC=CC=1O.BrC1C(O)=CC=CC=1O.BrCC(C)=C.C([SnH](CCCC)CCCC)CCC. Product: [OH:13][C:7]1[C:6]2[C:2]([CH3:11])([CH3:1])[CH2:3][O:4][C:5]=2[CH:10]=[CH:9][CH:8]=1. The catalyst class is: 28. (3) Reactant: [O:1]1[CH:5]=[CH:4][CH:3]=[C:2]1[C:6]([N:8]1[CH2:13][CH2:12][NH:11][CH2:10][CH2:9]1)=[O:7].[NH:14]1[C:22]2[C:17](=[CH:18][C:19]([NH:23][C:24]3[C:25]4[S:32][C:31]([C:33]5[CH:40]=[CH:39][C:36]([CH:37]=O)=[CH:35][CH:34]=5)=[CH:30][C:26]=4[N:27]=[CH:28][N:29]=3)=[CH:20][CH:21]=2)[CH:16]=[CH:15]1. Product: [O:1]1[CH:5]=[CH:4][CH:3]=[C:2]1[C:6]([N:8]1[CH2:9][CH2:10][N:11]([CH2:37][C:36]2[CH:35]=[CH:34][C:33]([C:31]3[S:32][C:25]4[C:24]([NH:23][C:19]5[CH:18]=[C:17]6[C:22](=[CH:21][CH:20]=5)[NH:14][CH:15]=[CH:16]6)=[N:29][CH:28]=[N:27][C:26]=4[CH:30]=3)=[CH:40][CH:39]=2)[CH2:12][CH2:13]1)=[O:7]. The catalyst class is: 16.